This data is from Catalyst prediction with 721,799 reactions and 888 catalyst types from USPTO. The task is: Predict which catalyst facilitates the given reaction. (1) Reactant: C([Si]([O:8]/[C:9](/[C:12]1[CH:13]=[C:14]([CH3:18])[CH:15]=[CH:16][CH:17]=1)=[CH:10]\[CH3:11])(C)C)(C)(C)C.CC[C@@H]1[C@@H]2C[C@H]([C@@H](OC3C4C(=CC=CC=4)C(O[C@@H](C4C=CN=C5C=4C=C(OC)C=C5)[C@@H]4N5C[C@H](CC)[C@@H](CC5)C4)=NN=3)C3C=CN=C4C=3C=C([O:40]C)C=C4)N(CC2)C1.CS(N)(=O)=O.C(Cl)(Cl)Cl. Product: [C:14]1([CH3:18])[CH:15]=[CH:16][CH:17]=[C:12]([C:9](=[O:8])[C@H:10]([OH:40])[CH3:11])[CH:13]=1. The catalyst class is: 371. (2) Reactant: Cl[C:2]1[C:3]2[C:15]3[CH2:16][CH2:17][CH2:18][CH2:19][C:14]=3[S:13][C:4]=2[N:5]=[C:6]([CH2:8][O:9][C:10](=[O:12])[CH3:11])[N:7]=1.Cl.[CH:21]1([CH2:24][NH2:25])[CH2:23]C1.[CH2:26](N(CC)CC)C. Product: [CH:24]1([N:25]([CH3:26])[C:2]2[C:3]3[C:15]4[CH2:16][CH2:17][CH2:18][CH2:19][C:14]=4[S:13][C:4]=3[N:5]=[C:6]([CH2:8][O:9][C:10](=[O:12])[CH3:11])[N:7]=2)[CH2:21][CH2:23]1. The catalyst class is: 10. (3) Reactant: C([Cl:4])(C)=O.[Cl:5][C:6]1[CH:11]=[CH:10][C:9]([C@H:12]([OH:24])[C@@H:13]2[O:20][C@@H:19]3[C@@H:15]([O:16][C:17](C)(C)[O:18]3)[C@@H:14]2[OH:23])=[CH:8][C:7]=1[CH2:25][C:26]1[CH:35]=[CH:34][C:29]2[O:30][CH2:31][CH2:32][O:33][C:28]=2[CH:27]=1. Product: [ClH:4].[Cl:5][C:6]1[CH:11]=[CH:10][C:9]([C@H:12]2[C@H:13]([OH:20])[C@@H:14]([OH:23])[C@H:15]([OH:16])[CH:19]([O:18][CH3:17])[O:24]2)=[CH:8][C:7]=1[CH2:25][C:26]1[CH:35]=[CH:34][C:29]2[O:30][CH2:31][CH2:32][O:33][C:28]=2[CH:27]=1. The catalyst class is: 5. (4) The catalyst class is: 11. Reactant: CC(C)([O-])C.[K+].[CH2:7]([O:9][C:10](=[O:38])[CH2:11][CH2:12][N:13]([C:20](=[O:37])[CH2:21][CH2:22][CH2:23][CH2:24][CH2:25][NH:26][C:27]([O:29][CH2:30][C:31]1[CH:36]=[CH:35][CH:34]=[CH:33][CH:32]=1)=[O:28])[CH2:14][C:15](OCC)=[O:16])[CH3:8].C(O)(=O)C. Product: [CH2:7]([O:9][C:10]([CH:11]1[C:15](=[O:16])[CH2:14][N:13]([C:20](=[O:37])[CH2:21][CH2:22][CH2:23][CH2:24][CH2:25][NH:26][C:27]([O:29][CH2:30][C:31]2[CH:36]=[CH:35][CH:34]=[CH:33][CH:32]=2)=[O:28])[CH2:12]1)=[O:38])[CH3:8]. (5) Reactant: C([O:3][C:4](=[O:23])[C:5]([CH3:22])([CH:7]1[CH2:12][CH2:11][N:10]([C:13]2[CH:18]=[CH:17][C:16]([N+:19]([O-:21])=[O:20])=[CH:15][N:14]=2)[CH2:9][CH2:8]1)[CH3:6])C.[OH-].[Na+]. Product: [CH3:22][C:5]([CH:7]1[CH2:8][CH2:9][N:10]([C:13]2[CH:18]=[CH:17][C:16]([N+:19]([O-:21])=[O:20])=[CH:15][N:14]=2)[CH2:11][CH2:12]1)([CH3:6])[C:4]([OH:23])=[O:3]. The catalyst class is: 83. (6) Reactant: [Br:1][C:2]1[CH:3]=[C:4]([C:8]2([C:14]3[CH:19]=[CH:18][C:17]([O:20][CH:21]([F:23])[F:22])=[C:16]([CH3:24])[CH:15]=3)[CH2:12][O:11]C(=O)[NH:9]2)[CH:5]=[CH:6][CH:7]=1.C(O)C.[OH-].[Li+]. Product: [NH2:9][C:8]([C:4]1[CH:5]=[CH:6][CH:7]=[C:2]([Br:1])[CH:3]=1)([C:14]1[CH:19]=[CH:18][C:17]([O:20][CH:21]([F:22])[F:23])=[C:16]([CH3:24])[CH:15]=1)[CH2:12][OH:11]. The catalyst class is: 6. (7) Reactant: C(P(C12CC3CC(CC(C3)C1)C2)C12CC3CC(CC(C3)C1)C2)CCC.C(O)(=O)C(C)(C)C.[F-].[Cs+].Br[C:36]1[CH:41]=[C:40]([CH:42]([CH3:44])[CH3:43])[CH:39]=[CH:38][N:37]=1.[CH:45]1([C@H:49]([NH:51][C:52]2[C:57]3[N:58]([CH2:61][C:62]4[CH:67]=[CH:66][C:65]([C:68]([F:71])([F:70])[F:69])=[CH:64][CH:63]=4)[CH:59]=[N:60][C:56]=3[C:55]([CH3:72])=[C:54]([C:73]#[N:74])[N:53]=2)[CH3:50])[CH2:48][CH2:47][CH2:46]1. Product: [CH:45]1([C@H:49]([NH:51][C:52]2[C:57]3[N:58]([CH2:61][C:62]4[CH:63]=[CH:64][C:65]([C:68]([F:71])([F:70])[F:69])=[CH:66][CH:67]=4)[C:59]([C:36]4[CH:41]=[C:40]([CH:42]([CH3:44])[CH3:43])[CH:39]=[CH:38][N:37]=4)=[N:60][C:56]=3[C:55]([CH3:72])=[C:54]([C:73]#[N:74])[N:53]=2)[CH3:50])[CH2:48][CH2:47][CH2:46]1. The catalyst class is: 584.